Dataset: Experimentally validated miRNA-target interactions with 360,000+ pairs, plus equal number of negative samples. Task: Binary Classification. Given a miRNA mature sequence and a target amino acid sequence, predict their likelihood of interaction. (1) The miRNA is mmu-miR-2183 with sequence UUGAACCCCUGACCUCCU. The protein sequence of the target gene is MGLLSVDLLITLQILPVFFSNCLFLALYDSVILLKHVALLLSRSKSTRGEWRRMLTSEGLRCVWNSFLLDAYKQVKLGEDAPNSSVVHVSNPESGNNYASEKTADGAECHLLDFASAERPLVVNFGSATUPPFTRQLPAFRQLVEEFSSVADFLLVYIDEAHPSDGWAVPGDSSLSFEVKKHRNQEDRCAAAHQLLERFSLPPQCQVVADRMDNNANVAYGVAFERVCIVQRRKIAYLGGKGPFSYNLQEVRSWLEKNFSKRUILD. Result: 0 (no interaction). (2) Result: 0 (no interaction). The protein sequence of the target gene is MRAGRVRPLRASDMKKDVRILLVGEPRVGKTSLIMSLVSEEFPEEVPPRAEEITIPADVTPERVPTHIVDYSEAEQSDEQLHQEISQANVICIVYAVNNKHSIDKVTSRWIPLINERTDKDSRLPLILVGNKSDLVEYSSMETILPIMNQYTEIETCVECSAKNLKNISELFYYAQKAVLHPTGPLYCPEEKEMKPACIKALTRIFKISDQDNDGTLNDAELNFFQRICFNTPLAPQALEDVKNVVRKHLSDGVADSGLTLRGFLFLHTLFIQRGRHETTWTVLRRFGYDDDLDLTPEYL.... The miRNA is hsa-miR-4324 with sequence CCCUGAGACCCUAACCUUAA. (3) Result: 1 (interaction). The miRNA is hsa-miR-551b-5p with sequence GAAAUCAAGCGUGGGUGAGACC. The protein sequence of the target gene is MAHFVQGTSRMIAAESSTEHKECAEPSTRKNLMNSLEQKIRCLEKQRKELLEVNQQWDQQFRSMKELYERKVAELKTKLDAAERFLSTREKDPHQRQRKDDRQREDDRQRDLTRDRLQREEKEKERLNEELHELKEENKLLKGKNTLANKEKEHYECEIKRLNKALQDALNIKCSFSEDCLRKSRVEFCHEEMRTEMEVLKQQVQIYEEDFKKERSDRERLNQEKEELQQINETSQSQLNRLNSQIKACQMEKEKLEKQLKQMYCPPCNCGLVFHLQDPWVPTGPGAVQKQREHPPDYQW.... (4) The miRNA is hsa-miR-548d-3p with sequence CAAAAACCACAGUUUCUUUUGC. The protein sequence of the target gene is MEDGKPVWAPHPTDGFQMGNIVDIGPDSLTIEPLNQKGKTFLALINQVFPAEEDSKKDVEDNCSLMYLNEATLLHNIKVRYSKDRIYTYVANILIAVNPYFDIPKIYSSEAIKSYQGKSLGTRPPHVFAIADKAFRDMKVLKMSQSIIVSGESGAGKTENTKFVLRYLTESYGTGQDIDDRIVEANPLLEAFGNAKTVRNNNSSRFGKFVEIHFNEKSSVVGGFVSHYLLEKSRICVQGKEERNYHIFYRLCAGASEDIREKLHLSSPDNFRYLNRGCTRYFANKETDKQILQNRKSPEY.... Result: 1 (interaction). (5) The protein sequence of the target gene is MPKNSKVTQREHSSEHVTESVADLLALEEPVDYKQSVLNVAGEAGGKQKAVEEELDAEDRPAWNSKLQYILAQIGFSVGLGNIWRFPYLCQKNGGGAYLVPYLVLLIIIGIPLFFLELAVGQRIRRGSIGVWHYICPRLGGIGFSSCIVCLFVGLYYNVIIGWSIFYFFKSFQYPLPWSECPVVRNGSVAVVEAECEKSSATTYFWYREALDISDSISESGGLNWKMTLCLLVAWSIVGMAVVKGIQSSGKVMYFSSLFPYVVLACFLVRGLLLRGAVDGILHMFTPKLDKMLDPQVWRE.... The miRNA is hsa-miR-6799-5p with sequence GGGGAGGUGUGCAGGGCUGG. Result: 1 (interaction). (6) Result: 0 (no interaction). The protein sequence of the target gene is MSLQRIVRVSLEHPTSAVCVAGVETLVDIYGSVPEGTEMFEVYGTPGVDIYISPNMERGRERADTRRWRFDATLEIIVVMNSPSNDLNDSHVQISYHSSHEPLPLAYAVLYLTCVDISLDCDLNCEGRQDRNFVDKRQWVWGPSGYGGILLVNCDRDDPSCDVQDNCDQHVHCLQDLEDMSVMVLRTQGPAALFDDHKLVLHTSSYDAKRAQVFHICGPEDVCEAYRHVLGQDKVSYEVPRLHGDEERFFVEGLSFPDAGFTGLISFHVTLLDDSNEDFSASPIFTDTVVFRVAPWIMTP.... The miRNA is rno-miR-133a-3p with sequence UUUGGUCCCCUUCAACCAGCUG. (7) The miRNA is hsa-miR-9-5p with sequence UCUUUGGUUAUCUAGCUGUAUGA. The protein sequence of the target gene is MWTLVSWVALTAGLVAGTRCPDGQFCPVACCLDPGGASYSCCRPLLDKWPTTLSRHLGGPCQVDAHCSAGHSCIFTVSGTSSCCPFPEAVACGDGHHCCPRGFHCSADGRSCFQRSGNNSVGAIQCPDSQFECPDFSTCCVMVDGSWGCCPMPQASCCEDRVHCCPHGAFCDLVHTRCITPTGTHPLAKKLPAQRTNRAVALSSSVMCPDARSRCPDGSTCCELPSGKYGCCPMPNATCCSDHLHCCPQDTVCDLIQSKCLSKENATTDLLTKLPAHTVGDVKCDMEVSCPDGYTCCRLQ.... Result: 1 (interaction).